Dataset: Catalyst prediction with 721,799 reactions and 888 catalyst types from USPTO. Task: Predict which catalyst facilitates the given reaction. (1) Reactant: [OH:1][CH2:2][C:3]1[N:4]([S:18]([C:21]2[CH:26]=[CH:25][CH:24]=[CH:23][CH:22]=2)(=[O:20])=[O:19])[C:5]2[CH:6]=[C:7]([C:14]([F:17])([F:16])[F:15])[CH:8]=[C:9]([CH:12]=O)[C:10]=2[CH:11]=1.OCC1N(S(C2C=CC=CC=2)(=O)=O)C2C(C=1)=C(C(F)(F)F)C=C(C=O)C=2.C([N:60]1[CH2:65][CH2:64][NH:63][CH2:62][CH2:61]1)(OC(C)(C)C)=O.C(O)(=O)C.[BH-](OC(C)=O)(OC(C)=O)OC(C)=O.[Na+]. Product: [C:21]1([S:18]([N:4]2[C:5]3[C:10](=[C:9]([CH2:12][N:60]4[CH2:65][CH2:64][NH:63][CH2:62][CH2:61]4)[CH:8]=[C:7]([C:14]([F:17])([F:15])[F:16])[CH:6]=3)[CH:11]=[C:3]2[CH2:2][OH:1])(=[O:20])=[O:19])[CH:26]=[CH:25][CH:24]=[CH:23][CH:22]=1. The catalyst class is: 1. (2) Reactant: [CH2:1]1[NH:6][CH2:5][CH2:4][N:3]2[C:7](=O)[CH2:8][CH2:9][C@@H:2]12.B.C1COCC1.CO.[ClH:19]. Product: [ClH:19].[ClH:19].[CH2:1]1[NH:6][CH2:5][CH2:4][N:3]2[CH2:7][CH2:8][CH2:9][C@@H:2]12. The catalyst class is: 116. (3) Product: [CH3:18][C:17]([Si:14]([CH3:16])([CH3:15])[O:13][CH2:12][C:4]1[CH:5]=[C:6]2[C:11](=[C:2]([CH:29]=[O:30])[CH:3]=1)[N:10]=[CH:9][CH:8]=[CH:7]2)([CH3:20])[CH3:19]. Reactant: Br[C:2]1[CH:3]=[C:4]([CH2:12][O:13][Si:14]([C:17]([CH3:20])([CH3:19])[CH3:18])([CH3:16])[CH3:15])[CH:5]=[C:6]2[C:11]=1[N:10]=[CH:9][CH:8]=[CH:7]2.C([Li])CCC.CN([CH:29]=[O:30])C. The catalyst class is: 1.